Task: Predict the reactants needed to synthesize the given product.. Dataset: Full USPTO retrosynthesis dataset with 1.9M reactions from patents (1976-2016) (1) Given the product [C:1]([O:5][C:6](=[O:33])[NH:7][CH:8]1[CH2:13][CH2:12][CH:11]([NH:14][C:15]2[C:16]3[N:17]([C:21]([C:24]4[CH:29]=[CH:28][N:27]=[C:26]([NH:39][CH2:38][C:37]5[CH:40]=[CH:41][CH:42]=[C:35]([Cl:34])[CH:36]=5)[N:25]=4)=[CH:22][N:23]=3)[CH:18]=[CH:19][N:20]=2)[CH2:10][CH2:9]1)([CH3:4])([CH3:3])[CH3:2], predict the reactants needed to synthesize it. The reactants are: [C:1]([O:5][C:6](=[O:33])[NH:7][CH:8]1[CH2:13][CH2:12][CH:11]([NH:14][C:15]2[C:16]3[N:17]([C:21]([C:24]4[CH:29]=[CH:28][N:27]=[C:26](S(C)=O)[N:25]=4)=[CH:22][N:23]=3)[CH:18]=[CH:19][N:20]=2)[CH2:10][CH2:9]1)([CH3:4])([CH3:3])[CH3:2].[Cl:34][C:35]1[CH:36]=[C:37]([CH:40]=[CH:41][CH:42]=1)[CH2:38][NH2:39]. (2) Given the product [CH2:26]([O:20][C:19]([C:18]1[C:4]2[O:3][B:2]([OH:1])[C@@H:7]([NH:8][C:9](=[O:14])[CH2:10][CH2:11][C:12]#[CH:13])[CH2:6][C:5]=2[CH:15]=[CH:16][CH:17]=1)=[O:21])[CH3:27], predict the reactants needed to synthesize it. The reactants are: [OH:1][B:2]1[CH:7]([NH:8][C:9](=[O:14])[CH2:10][CH2:11][C:12]#[CH:13])[CH2:6][C:5]2[CH:15]=[CH:16][CH:17]=[C:18]([C:19]([OH:21])=[O:20])[C:4]=2[O:3]1.S(Cl)(Cl)=O.[CH2:26](O)[CH3:27].